This data is from Full USPTO retrosynthesis dataset with 1.9M reactions from patents (1976-2016). The task is: Predict the reactants needed to synthesize the given product. (1) Given the product [CH2:1]([O:3][C:4](=[O:23])[C:5]([OH:22])([CH3:21])[CH2:6][C:7]1[CH:8]=[CH:9][C:10]([OH:13])=[CH:11][CH:12]=1)[CH3:2], predict the reactants needed to synthesize it. The reactants are: [CH2:1]([O:3][C:4](=[O:23])[C:5]([OH:22])([CH3:21])[CH2:6][C:7]1[CH:12]=[CH:11][C:10]([O:13]CC2C=CC=CC=2)=[CH:9][CH:8]=1)[CH3:2]. (2) Given the product [CH2:3]([O:5][C:6]([C:8]1[N:9]=[C:10]([CH:13]=[O:21])[O:11][CH:12]=1)=[O:7])[CH3:4], predict the reactants needed to synthesize it. The reactants are: N#N.[CH2:3]([O:5][C:6]([C:8]1[N:9]=[C:10]([CH:13]=CC2C=CC=CC=2)[O:11][CH:12]=1)=[O:7])[CH3:4].[OH2:21]. (3) The reactants are: [C:1]([O:5][C:6]([NH:8][C:9]1[S:17][C:16]2[C:11](=[N:12][CH:13]=[CH:14][C:15]=2[O:18][CH3:19])[C:10]=1[C:20](O)=[O:21])=[O:7])([CH3:4])([CH3:3])[CH3:2].CN(C(ON1N=NC2C=CC=NC1=2)=[N+](C)C)C.F[P-](F)(F)(F)(F)F.[NH2:47][C:48]1[CH:49]=[N:50][CH:51]=[CH:52][C:53]=1[N:54]1[CH2:59][CH2:58][CH2:57][C@H:56]([NH:60][C:61](=[O:67])[O:62][C:63]([CH3:66])([CH3:65])[CH3:64])[CH2:55]1.CCN(C(C)C)C(C)C.CN(C=O)C. Given the product [C:1]([O:5][C:6]([NH:8][C:9]1[S:17][C:16]2[C:11](=[N:12][CH:13]=[CH:14][C:15]=2[O:18][CH3:19])[C:10]=1[C:20]([NH:47][C:48]1[CH:49]=[N:50][CH:51]=[CH:52][C:53]=1[N:54]1[CH2:59][CH2:58][CH2:57][C@H:56]([NH:60][C:61](=[O:67])[O:62][C:63]([CH3:65])([CH3:64])[CH3:66])[CH2:55]1)=[O:21])=[O:7])([CH3:3])([CH3:4])[CH3:2], predict the reactants needed to synthesize it. (4) The reactants are: [Br:1][C:2]1[C:3]([F:22])=[C:4]([NH:9][CH:10]=[C:11]([C:17]([O:19]CC)=O)[C:12]([O:14][CH2:15][CH3:16])=[O:13])[CH:5]=[CH:6][C:7]=1[Cl:8]. Given the product [Br:1][C:2]1[C:3]([F:22])=[C:4]2[C:5]([C:17]([OH:19])=[C:11]([C:12]([O:14][CH2:15][CH3:16])=[O:13])[CH:10]=[N:9]2)=[CH:6][C:7]=1[Cl:8], predict the reactants needed to synthesize it. (5) Given the product [O:13]([CH2:20][CH2:21][NH:22][C:10]([C:2]1[NH:1][C:9]2[C:4](=[N:5][CH:6]=[CH:7][CH:8]=2)[CH:3]=1)=[O:12])[C:14]1[CH:19]=[CH:18][CH:17]=[CH:16][CH:15]=1, predict the reactants needed to synthesize it. The reactants are: [NH:1]1[C:9]2[C:4](=[N:5][CH:6]=[CH:7][CH:8]=2)[CH:3]=[C:2]1[C:10]([OH:12])=O.[O:13]([CH2:20][CH2:21][NH2:22])[C:14]1[CH:19]=[CH:18][CH:17]=[CH:16][CH:15]=1.CCN(C(C)C)C(C)C.C1C=CC2N(O)N=NC=2C=1.CCN=C=NCCCN(C)C. (6) Given the product [C:3]([C:7]1[CH:12]=[CH:11][C:10]([C:13]#[CH:14])=[C:9]([C:19]#[CH:20])[CH:8]=1)([CH3:6])([CH3:5])[CH3:4], predict the reactants needed to synthesize it. The reactants are: [OH-].[Na+].[C:3]([C:7]1[CH:12]=[CH:11][C:10]([C:13]#[C:14][Si](C)(C)C)=[C:9]([C:19]#[C:20][Si](C)(C)C)[CH:8]=1)([CH3:6])([CH3:5])[CH3:4]. (7) Given the product [OH:45][CH2:44][C:42]1[NH:41][N:40]=[C:39]([C:2]2[N:3]=[CH:4][C:5]([O:32][CH3:33])=[C:6]3[C:10]([C:11](=[O:31])[C:12]([N:14]4[CH2:19][CH2:18][N:17]([C:20]5[N:24]([C:25]6[CH:30]=[CH:29][CH:28]=[CH:27][CH:26]=6)[N:23]=[N:22][N:21]=5)[CH2:16][CH2:15]4)=[O:13])=[CH:9][NH:8][C:7]=23)[CH:43]=1, predict the reactants needed to synthesize it. The reactants are: Cl[C:2]1[N:3]=[CH:4][C:5]([O:32][CH3:33])=[C:6]2[C:10]([C:11](=[O:31])[C:12]([N:14]3[CH2:19][CH2:18][N:17]([C:20]4[N:24]([C:25]5[CH:30]=[CH:29][CH:28]=[CH:27][CH:26]=5)[N:23]=[N:22][N:21]=4)[CH2:16][CH2:15]3)=[O:13])=[CH:9][NH:8][C:7]=12.C([Sn](CCCC)(CCCC)[C:39]1[CH:43]=[C:42]([CH2:44][OH:45])[NH:41][N:40]=1)CCC. (8) Given the product [CH3:1][O:2][C:3]1[CH:9]=[CH:8][CH:7]=[CH:6][C:4]=1[N:5]1[CH2:29][CH2:28][C:27](=[O:30])[CH2:26][CH2:25]1, predict the reactants needed to synthesize it. The reactants are: [CH3:1][O:2][C:3]1[CH:9]=[CH:8][CH:7]=[CH:6][C:4]=1[NH2:5].C(=O)([O-])[O-].[K+].[K+].[I-].C([N+]1(C)[CH2:29][CH2:28][C:27](=[O:30])[CH2:26][CH2:25]1)C1C=CC=CC=1.